From a dataset of Merck oncology drug combination screen with 23,052 pairs across 39 cell lines. Regression. Given two drug SMILES strings and cell line genomic features, predict the synergy score measuring deviation from expected non-interaction effect. (1) Drug 1: CN(C)C(=N)N=C(N)N. Drug 2: CC(C)CC(NC(=O)C(Cc1ccccc1)NC(=O)c1cnccn1)B(O)O. Cell line: MSTO. Synergy scores: synergy=51.0. (2) Drug 1: CCN(CC)CCNC(=O)c1c(C)[nH]c(C=C2C(=O)Nc3ccc(F)cc32)c1C. Drug 2: CS(=O)(=O)CCNCc1ccc(-c2ccc3ncnc(Nc4ccc(OCc5cccc(F)c5)c(Cl)c4)c3c2)o1. Cell line: HT29. Synergy scores: synergy=15.3.